From a dataset of Reaction yield outcomes from USPTO patents with 853,638 reactions. Predict the reaction yield, written as a fraction of the theoretical maximum amount of product (1.0 means a 100% yield; for example, 0.34 means a 34% yield). The catalyst is O1CCCC1. The reactants are [F:1][C:2]1[CH:3]=[C:4]([C:35]2[C:36]([C:41]#[N:42])=[CH:37][CH:38]=[CH:39][CH:40]=2)[CH:5]=[CH:6][C:7]=1[CH2:8][C:9]1[C:10](=[O:34])[N:11]([C@H:21]2[CH2:26][CH2:25][C@H:24]([O:27][C@H:28]3[C:32](=[O:33])[CH2:31][O:30][CH2:29]3)[CH2:23][CH2:22]2)[C:12]2[N:13]([N:18]=[CH:19][N:20]=2)[C:14]=1[CH2:15][CH2:16][CH3:17].[CH3:43][Mg]Br.[Cl-].[NH4+]. The yield is 0.420. The product is [F:1][C:2]1[CH:3]=[C:4]([C:35]2[C:36]([C:41]#[N:42])=[CH:37][CH:38]=[CH:39][CH:40]=2)[CH:5]=[CH:6][C:7]=1[CH2:8][C:9]1[C:10](=[O:34])[N:11]([C@H:21]2[CH2:22][CH2:23][C@H:24]([O:27][CH:28]3[C:32]([OH:33])([CH3:43])[CH2:31][O:30][CH2:29]3)[CH2:25][CH2:26]2)[C:12]2[N:13]([N:18]=[CH:19][N:20]=2)[C:14]=1[CH2:15][CH2:16][CH3:17].